From a dataset of Catalyst prediction with 721,799 reactions and 888 catalyst types from USPTO. Predict which catalyst facilitates the given reaction. (1) Reactant: [Cl:1][C:2]1[CH:36]=[CH:35][C:5]([O:6][C:7]2[CH:12]=[CH:11][C:10]([N:13]3[C@@H:17]([C:18]4[CH:23]=[CH:22][CH:21]=[C:20]([C:24]([F:27])([F:26])[F:25])[CH:19]=4)[CH2:16][N:15]([CH2:28][CH2:29][S:30]([NH2:33])(=[O:32])=[O:31])[C:14]3=[O:34])=[CH:9][CH:8]=2)=[CH:4][CH:3]=1.[C:37](Cl)(=[O:39])[CH3:38].C(N(CC)CC)C.[OH-].[Na+]. Product: [Cl:1][C:2]1[CH:3]=[CH:4][C:5]([O:6][C:7]2[CH:8]=[CH:9][C:10]([N:13]3[C@@H:17]([C:18]4[CH:23]=[CH:22][CH:21]=[C:20]([C:24]([F:27])([F:25])[F:26])[CH:19]=4)[CH2:16][N:15]([CH2:28][CH2:29][S:30]([NH:33][C:37](=[O:39])[CH3:38])(=[O:32])=[O:31])[C:14]3=[O:34])=[CH:11][CH:12]=2)=[CH:35][CH:36]=1. The catalyst class is: 34. (2) Reactant: O=C1CCC(=O)N1O[C:9](=[O:17])[C:10]1[CH:15]=[CH:14][C:13]([Br:16])=[CH:12][CH:11]=1.BrC1C=CC(C(O)=O)=CC=1.ONC(=O)CCC(N)=O.[NH:37]1[CH2:41][CH2:40][CH2:39][C@H:38]1[CH2:42][N:43]1[CH2:47][CH2:46][CH2:45][CH2:44]1. Product: [Br:16][C:13]1[CH:12]=[CH:11][C:10]([C:9]([N:37]2[CH2:41][CH2:40][CH2:39][C@H:38]2[CH2:42][N:43]2[CH2:47][CH2:46][CH2:45][CH2:44]2)=[O:17])=[CH:15][CH:14]=1. The catalyst class is: 7. (3) Reactant: [Cl:1][C:2]1[CH:15]=[CH:14][C:5]2[S:6][C:7]([S:10](Cl)(=[O:12])=[O:11])=[C:8]([CH3:9])[C:4]=2[CH:3]=1.[NH2:16][C:17]1[CH:25]=[CH:24][CH:23]=[C:22]2[C:18]=1[C:19](CCN(C)C)=[CH:20][NH:21]2.[CH2:31]([N:33]([CH:37](C)C)[CH:34](C)C)[CH3:32]. Product: [CH3:34][N:33]([CH3:37])[CH2:31][CH2:32][N:21]1[C:22]2[C:18](=[C:17]([NH:16][S:10]([C:7]3[S:6][C:5]4[CH:14]=[CH:15][C:2]([Cl:1])=[CH:3][C:4]=4[C:8]=3[CH3:9])(=[O:12])=[O:11])[CH:25]=[CH:24][CH:23]=2)[CH:19]=[CH:20]1. The catalyst class is: 9.